This data is from Forward reaction prediction with 1.9M reactions from USPTO patents (1976-2016). The task is: Predict the product of the given reaction. (1) Given the reactants [CH3:1][C:2](=[O:7])[CH2:3][CH2:4][CH:5]=[CH2:6].[CH2:8](O)[CH2:9][OH:10].C1(C)C=CC=CC=1, predict the reaction product. The product is: [CH3:1][C:2]1([CH2:3][CH2:4][CH:5]=[CH2:6])[O:10][CH2:9][CH2:8][O:7]1. (2) Given the reactants [O:1]([C:8]1[CH:13]=[CH:12][C:11]([C:14]2[C:22]3[C:17](=[N:18][CH:19]=[N:20][C:21]=3[NH2:23])[N:16]([CH:24]3[CH2:29][CH2:28][NH:27][CH2:26][CH2:25]3)[N:15]=2)=[CH:10][CH:9]=1)[C:2]1[CH:7]=[CH:6][CH:5]=[CH:4][CH:3]=1.Cl.[CH3:31][N:32]1[CH2:37][CH2:36][N:35]([C:38](Cl)=[O:39])[CH2:34][CH2:33]1, predict the reaction product. The product is: [NH2:23][C:21]1[N:20]=[CH:19][N:18]=[C:17]2[N:16]([CH:24]3[CH2:29][CH2:28][N:27]([C:38]([N:35]4[CH2:36][CH2:37][N:32]([CH3:31])[CH2:33][CH2:34]4)=[O:39])[CH2:26][CH2:25]3)[N:15]=[C:14]([C:11]3[CH:10]=[CH:9][C:8]([O:1][C:2]4[CH:7]=[CH:6][CH:5]=[CH:4][CH:3]=4)=[CH:13][CH:12]=3)[C:22]=12. (3) The product is: [O:1]1[CH:35]=[N:4][C:3]([C:5]2[CH:10]=[CH:9][N:8]3[C:11]4[CH2:17][C@H:16]([NH:18][C:19](=[O:25])[O:20][C:21]([CH3:24])([CH3:23])[CH3:22])[C@@H:15]([C:26]5[CH:31]=[C:30]([F:32])[C:29]([F:33])=[CH:28][C:27]=5[F:34])[CH2:14][C:12]=4[N:13]=[C:7]3[CH:6]=2)=[N:2]1. Given the reactants [OH:1][NH:2][C:3]([C:5]1[CH:10]=[CH:9][N:8]2[C:11]3[CH2:17][C@H:16]([NH:18][C:19](=[O:25])[O:20][C:21]([CH3:24])([CH3:23])[CH3:22])[C@@H:15]([C:26]4[CH:31]=[C:30]([F:32])[C:29]([F:33])=[CH:28][C:27]=4[F:34])[CH2:14][C:12]=3[N:13]=[C:7]2[CH:6]=1)=[NH:4].[CH:35](OCC)(OCC)OCC.C1(C)C=CC(S(O)(=O)=O)=CC=1, predict the reaction product.